This data is from Full USPTO retrosynthesis dataset with 1.9M reactions from patents (1976-2016). The task is: Predict the reactants needed to synthesize the given product. (1) Given the product [Cl:47][C:48]1[CH:53]=[CH:52][CH:51]=[CH:50][C:49]=1[O:54][CH2:35][C:29]1[N:25]2[CH2:26][CH2:27][O:28][C:22]3[CH:21]=[CH:20][C:19]([C:64]#[C:63][C@@:61]([OH:65])([C:58]4[CH:57]=[C:56]([CH3:55])[O:60][N:59]=4)[CH3:62])=[CH:46][C:23]=3[C:24]2=[N:31][C:30]=1[C:32]([NH2:34])=[O:33], predict the reactants needed to synthesize it. The reactants are: N1C(C(N)=O)=CN2C=1C1C=CC=CC=1OCC2.Br[C:19]1[CH:20]=[CH:21][C:22]2[O:28][CH2:27][CH2:26][N:25]3[C:29]([CH2:35]N4C5C=CC=CC=5N=C4C)=[C:30]([C:32]([NH2:34])=[O:33])[N:31]=[C:24]3[C:23]=2[CH:46]=1.[Cl:47][C:48]1[CH:53]=[CH:52][CH:51]=[CH:50][C:49]=1[OH:54].[CH3:55][C:56]1[O:60][N:59]=[C:58]([C@:61]([OH:65])([C:63]#[CH:64])[CH3:62])[CH:57]=1. (2) Given the product [F:17][C:18]1[CH:19]=[C:20]([CH3:25])[C:21]([NH:24][CH2:1][C@@H:3]2[CH2:8][CH2:7][C@H:6]([CH3:9])[CH2:5][N:4]2[C:10]([O:12][C:13]([CH3:16])([CH3:15])[CH3:14])=[O:11])=[N:22][CH:23]=1, predict the reactants needed to synthesize it. The reactants are: [CH:1]([C@@H:3]1[CH2:8][CH2:7][C@H:6]([CH3:9])[CH2:5][N:4]1[C:10]([O:12][C:13]([CH3:16])([CH3:15])[CH3:14])=[O:11])=O.[F:17][C:18]1[CH:19]=[C:20]([CH3:25])[C:21]([NH2:24])=[N:22][CH:23]=1.CC(O)=O.C(O[BH-](OC(=O)C)OC(=O)C)(=O)C.[Na+].C([O-])(O)=O.[Na+]. (3) The reactants are: [NH2:1][C:2]1[N:7]=[CH:6][N:5]=[C:4]2[N:8]([CH:32]3[CH2:37][CH2:36][N:35]([CH2:38][CH:39]([F:41])[F:40])[CH2:34][CH2:33]3)[N:9]=[C:10]([C:11]3[CH:16]=[CH:15][C:14]([NH:17][C:18]([C:20]4[N:21]([CH3:29])[C:22]5[C:27]([CH:28]=4)=[CH:26][CH:25]=[CH:24][CH:23]=5)=[O:19])=[C:13]([O:30][CH3:31])[CH:12]=3)[C:3]=12.[C:42]([OH:49])(=[O:48])/[CH:43]=[CH:44]\[C:45]([OH:47])=[O:46]. Given the product [C:42]([OH:49])(=[O:48])/[CH:43]=[CH:44]\[C:45]([OH:47])=[O:46].[C:42]([OH:49])(=[O:48])/[CH:43]=[CH:44]\[C:45]([OH:47])=[O:46].[NH2:1][C:2]1[N:7]=[CH:6][N:5]=[C:4]2[N:8]([CH:32]3[CH2:37][CH2:36][N:35]([CH2:38][CH:39]([F:40])[F:41])[CH2:34][CH2:33]3)[N:9]=[C:10]([C:11]3[CH:16]=[CH:15][C:14]([NH:17][C:18]([C:20]4[N:21]([CH3:29])[C:22]5[C:27]([CH:28]=4)=[CH:26][CH:25]=[CH:24][CH:23]=5)=[O:19])=[C:13]([O:30][CH3:31])[CH:12]=3)[C:3]=12, predict the reactants needed to synthesize it. (4) Given the product [NH3:3].[C:12]([C:6]1[CH:5]=[C:4]2[C:9]([CH:10]=[CH:11][C:2](=[O:1])[N:3]2[CH2:14][CH2:15][N:28]2[CH2:27][CH2:26][CH:25]([NH:24][C:22](=[O:23])[O:21][C:17]([CH3:19])([CH3:18])[CH3:20])[CH2:30][CH2:29]2)=[N:8][CH:7]=1)#[N:13], predict the reactants needed to synthesize it. The reactants are: [O:1]=[C:2]1[CH:11]=[CH:10][C:9]2[N:8]=[CH:7][C:6]([C:12]#[N:13])=[CH:5][C:4]=2[N:3]1[CH2:14][CH:15]=O.[C:17]([O:21][C:22]([NH:24][CH:25]1[CH2:30][CH2:29][NH:28][CH2:27][CH2:26]1)=[O:23])([CH3:20])([CH3:19])[CH3:18].CO.[BH-](OC(C)=O)(OC(C)=O)OC(C)=O.[Na+]. (5) The reactants are: F[C:2]1[CH:7]=[CH:6][CH:5]=[C:4]([F:8])[C:3]=1[N+:9]([O-:11])=[O:10].[CH3:12][O:13][CH2:14][CH2:15][OH:16]. Given the product [F:8][C:4]1[CH:5]=[CH:6][CH:7]=[C:2]([O:16][CH2:15][CH2:14][O:13][CH3:12])[C:3]=1[N+:9]([O-:11])=[O:10], predict the reactants needed to synthesize it. (6) Given the product [CH2:45]([N:11]([CH2:10][CH2:9][O:8][Si:1]([C:4]([CH3:6])([CH3:7])[CH3:5])([CH3:2])[CH3:3])[C:12]([C:14]1[C:19]([O:20][CH2:21][C:22]2[CH:23]=[CH:24][CH:25]=[CH:26][CH:27]=2)=[C:18]([OH:28])[N:17]=[C:16]([CH2:29][C:30]2([C:35]3[C:44]4[C:39](=[CH:40][CH:41]=[CH:42][CH:43]=4)[CH:38]=[CH:37][CH:36]=3)[CH2:31][CH2:32][CH2:33][CH2:34]2)[N:15]=1)=[O:13])[C:47]1[CH:52]=[CH:51][CH:50]=[CH:49][CH:48]=1, predict the reactants needed to synthesize it. The reactants are: [Si:1]([O:8][CH2:9][CH2:10][N:11]([CH3:45])[C:12]([C:14]1[C:19]([O:20][CH2:21][C:22]2[CH:27]=[CH:26][CH:25]=[CH:24][CH:23]=2)=[C:18]([OH:28])[N:17]=[C:16]([CH2:29][C:30]2([C:35]3[C:44]4[C:39](=[CH:40][CH:41]=[CH:42][CH:43]=4)[CH:38]=[CH:37][CH:36]=3)[CH2:34][CH2:33][CH2:32][CH2:31]2)[N:15]=1)=[O:13])([C:4]([CH3:7])([CH3:6])[CH3:5])([CH3:3])[CH3:2].C(OC1C(C(O)=O)=NC(CC2([C:47]3[C:52]4[C:51](=CC=CC=4)[CH:50]=[CH:49][CH:48]=3)CCCC2)=NC=1O)[C:47]1[CH:52]=[CH:51][CH:50]=[CH:49][CH:48]=1.C(NCCO[Si](C(C)(C)C)(C)C)C1C=CC=CC=1. (7) Given the product [C:20]([NH:19][C:15]1[CH:14]=[C:13]([C:12]#[C:11][C:3]2[C:2]([NH:1][C:23](=[O:24])[C:25]([F:28])([F:27])[F:26])=[C:7]([CH:8]([F:10])[CH3:9])[CH:6]=[CH:5][N:4]=2)[CH:18]=[CH:17][N:16]=1)(=[O:22])[CH3:21], predict the reactants needed to synthesize it. The reactants are: [NH2:1][C:2]1[C:3]([C:11]#[C:12][C:13]2[CH:18]=[CH:17][N:16]=[C:15]([NH:19][C:20](=[O:22])[CH3:21])[CH:14]=2)=[N:4][CH:5]=[CH:6][C:7]=1[CH:8]([F:10])[CH3:9].[C:23](O)([C:25]([F:28])([F:27])[F:26])=[O:24].